From a dataset of Catalyst prediction with 721,799 reactions and 888 catalyst types from USPTO. Predict which catalyst facilitates the given reaction. (1) Reactant: O=C([C@@:6]([CH2:34][CH2:35][C:36]1[CH:41]=[CH:40][CH:39]=[CH:38][CH:37]=1)([O:18][C:19](=[O:33])[CH2:20][CH2:21][CH2:22][CH2:23][CH2:24][CH2:25][CH2:26][CH2:27][CH2:28][CH2:29][CH2:30][CH2:31][CH3:32])[CH2:7][CH2:8][CH2:9][CH2:10][CH2:11][CH2:12][CH2:13][CH2:14][CH2:15][CH2:16][CH3:17])C([O-])=O.[C:42]([OH:45])(=[O:44])C. Product: [CH2:35]([C@H:34]([CH:6]([O:18][C:19](=[O:33])[CH2:20][CH2:21][CH2:22][CH2:23][CH2:24][CH2:25][CH2:26][CH2:27][CH2:28][CH2:29][CH2:30][CH2:31][CH3:32])[CH2:7][CH2:8][CH2:9][CH2:10][CH2:11][CH2:12][CH2:13][CH2:14][CH2:15][CH2:16][CH3:17])[C:42]([OH:45])=[O:44])[C:36]1[CH:37]=[CH:38][CH:39]=[CH:40][CH:41]=1. The catalyst class is: 401. (2) Product: [CH2:42]([O:33][C:34](=[O:35])[NH:69][C:6]1[N:7]=[C:8]([C:9]2[S:10][C:11]3[CH2:12][CH2:13][O:14][C:15]4[CH:22]=[C:21]([CH:23]5[CH2:24][N:25]([CH2:27][CH2:28][S:29]([CH3:32])(=[O:30])=[O:31])[CH2:26]5)[CH:20]=[CH:19][C:16]=4[C:17]=3[N:18]=2)[N:4]([CH:1]([CH3:3])[CH3:2])[N:5]=1)[C:44]1[CH:65]=[CH:64][CH:47]=[CH:46][CH:45]=1. The catalyst class is: 34. Reactant: [CH:1]([N:4]1[C:8]([C:9]2[S:10][C:11]3[CH2:12][CH2:13][O:14][C:15]4[CH:22]=[C:21]([CH:23]5[CH2:26][N:25]([CH2:27][CH2:28][S:29]([CH3:32])(=[O:31])=[O:30])[CH2:24]5)[CH:20]=[CH:19][C:16]=4[C:17]=3[N:18]=2)=[N:7][CH:6]=[N:5]1)([CH3:3])[CH3:2].[OH:33][C:34](C(F)(F)F)=[O:35].N1C[CH:42]([C:44]2[CH:65]=[CH:64][C:47]3C4N=C(C5N(C(C)C)N=CN=5)SC=4CCO[C:46]=3[CH:45]=2)C1.C([N:69](C(C)C)CC)(C)C. (3) Reactant: [C:1]([C:4]1[C:12]2[C:7](=[CH:8][CH:9]=[C:10]([C:13]([O:15][CH3:16])=[O:14])[CH:11]=2)[NH:6][CH:5]=1)(=[O:3])[CH3:2].C([O-])([O-])=O.[K+].[K+].Br[CH2:24][C:25]([O:27][C:28]([CH3:31])([CH3:30])[CH3:29])=[O:26]. Product: [C:1]([C:4]1[C:12]2[C:7](=[CH:8][CH:9]=[C:10]([C:13]([O:15][CH3:16])=[O:14])[CH:11]=2)[N:6]([CH2:24][C:25]([O:27][C:28]([CH3:31])([CH3:30])[CH3:29])=[O:26])[CH:5]=1)(=[O:3])[CH3:2]. The catalyst class is: 291. (4) Reactant: Br[CH2:2][C:3]([O:5][CH3:6])=[O:4].[C:7]1([C@H:13]([NH2:15])[CH3:14])[CH:12]=[CH:11][CH:10]=[CH:9][CH:8]=1.C(N(CC)CC)C. Product: [C:7]1([C@H:13]([NH:15][CH2:2][C:3]([O:5][CH3:6])=[O:4])[CH3:14])[CH:12]=[CH:11][CH:10]=[CH:9][CH:8]=1. The catalyst class is: 25. (5) Reactant: [N:1]1([C:6]2[CH:24]=[CH:23][C:9]3=[C:10]([CH2:19][CH2:20][C:21]#[N:22])[CH:11]=[C:12]4[C:17]([C:16](=[O:18])[NH:15][CH:14]=[CH:13]4)=[C:8]3[CH:7]=2)[CH:5]=[CH:4][N:3]=[CH:2]1.[BH-](OC(C)=O)(OC(C)=O)OC(C)=O.[Na+].C(O)(C(F)(F)F)=O.C(#N)C.O. Product: [NH2:22][CH2:21][CH2:20][CH2:19][C:10]1[CH:11]=[C:12]2[C:17](=[C:8]3[CH:7]=[C:6]([N:1]4[CH:5]=[CH:4][N:3]=[CH:2]4)[CH:24]=[CH:23][C:9]=13)[C:16](=[O:18])[NH:15][CH:14]=[CH:13]2. The catalyst class is: 5. (6) Product: [F:31][CH:30]([F:32])[O:11][C:7]1[CH:8]=[CH:9][C:10]2[N:5]([N:4]=[C:3]([C:13]3[CH:18]=[CH:17][CH:16]=[C:15]([F:19])[CH:14]=3)[CH:2]=2)[N:6]=1. The catalyst class is: 39. Reactant: Br[C:2]1[C:3]([C:13]2[CH:18]=[CH:17][CH:16]=[C:15]([F:19])[CH:14]=2)=[N:4][N:5]2[C:10]=1[CH:9]=[CH:8][C:7]([O:11]C)=[N:6]2.Cl.N1C=CC=CC=1.[H-].[Na+].Br[CH:30]([F:32])[F:31].